Dataset: Full USPTO retrosynthesis dataset with 1.9M reactions from patents (1976-2016). Task: Predict the reactants needed to synthesize the given product. (1) Given the product [CH2:16]([C:11]1[NH:1][C:2]2[N:7]=[C:6]([SH:8])[N:5]=[C:4]([OH:9])[C:3]=2[CH:10]=1)[CH3:17], predict the reactants needed to synthesize it. The reactants are: [NH2:1][C:2]1[N:7]=[C:6]([SH:8])[N:5]=[C:4]([OH:9])[C:3]=1[CH2:10][C:11]1([CH2:16][CH3:17])OCCO1.C1COCC1.Cl.N1C=CC=NC=1. (2) Given the product [CH:1]1([NH:4][C:5](=[O:32])[C:6]2[CH:11]=[C:10]([N:12]3[CH:17]=[CH:16][N:15]=[C:14]([NH:18][C:19]([CH3:20])([C:22]4[CH:27]=[CH:26][CH:25]=[CH:24][C:23]=4[O:28][CH2:46][C@H:47]4[CH2:49][O:48]4)[CH3:21])[C:13]3=[O:29])[C:9]([CH3:30])=[C:8]([F:31])[CH:7]=2)[CH2:2][CH2:3]1, predict the reactants needed to synthesize it. The reactants are: [CH:1]1([NH:4][C:5](=[O:32])[C:6]2[CH:11]=[C:10]([N:12]3[CH:17]=[CH:16][N:15]=[C:14]([NH:18][C:19]([C:22]4[CH:27]=[CH:26][CH:25]=[CH:24][C:23]=4[OH:28])([CH3:21])[CH3:20])[C:13]3=[O:29])[C:9]([CH3:30])=[C:8]([F:31])[CH:7]=2)[CH2:3][CH2:2]1.[N+](C1C=C(S(O[CH2:46][C@H:47]2[CH2:49][O:48]2)(=O)=O)C=CC=1)([O-])=O.